From a dataset of Forward reaction prediction with 1.9M reactions from USPTO patents (1976-2016). Predict the product of the given reaction. (1) Given the reactants Cl[C:2]1[N:10]=[C:9]([O:11][CH2:12][CH2:13][C:14]2[CH:19]=[CH:18][C:17]([Cl:20])=[CH:16][CH:15]=2)[N:8]=[C:7]2[C:3]=1[N:4]=[CH:5][N:6]2[C@@H:21]1[O:33][C@H:32]([CH2:34][O:35]C(=O)C)[C@@H:27]([O:28]C(=O)C)[C@H:22]1[O:23]C(=O)C.[NH3:39], predict the reaction product. The product is: [Cl:20][C:17]1[CH:18]=[CH:19][C:14]([CH2:13][CH2:12][O:11][C:9]2[N:10]=[C:2]([NH2:39])[C:3]3[N:4]=[CH:5][N:6]([C:7]=3[N:8]=2)[C@@H:21]2[O:33][C@H:32]([CH2:34][OH:35])[C@@H:27]([OH:28])[C@H:22]2[OH:23])=[CH:15][CH:16]=1. (2) Given the reactants [CH2:1]([O:3][C:4]1[CH:5]=[C:6]([CH2:13][CH:14]([NH:17][C:18](=[O:24])[O:19][C:20]([CH3:23])([CH3:22])[CH3:21])[CH2:15]O)[CH:7]=[CH:8][C:9]=1[O:10][CH2:11][CH3:12])[CH3:2].[C:25]1(=[O:35])[NH:29][C:28](=[O:30])[C:27]2=[CH:31][CH:32]=[CH:33][CH:34]=[C:26]12.C1(P(C2C=CC=CC=2)C2C=CC=CC=2)C=CC=CC=1.N(C(OCC)=O)=NC(OCC)=O, predict the reaction product. The product is: [CH2:1]([O:3][C:4]1[CH:5]=[C:6]([CH2:13][CH:14]([NH:17][C:18](=[O:24])[O:19][C:20]([CH3:23])([CH3:22])[CH3:21])[CH2:15][N:29]2[C:25](=[O:35])[C:26]3[C:27](=[CH:31][CH:32]=[CH:33][CH:34]=3)[C:28]2=[O:30])[CH:7]=[CH:8][C:9]=1[O:10][CH2:11][CH3:12])[CH3:2]. (3) Given the reactants [Cl:1][C:2]1[CH:3]=[CH:4][C:5]2[C:15](=[C:16]3[CH2:21][CH2:20][NH:19][CH2:18][CH2:17]3)[C:10]3=[N:11][CH:12]=[CH:13][CH:14]=[C:9]3[CH2:8][CH2:7][C:6]=2[CH:22]=1.C1(C(C2C=CC=CC=2)(C2C=CC=CC=2)[N:30]2[CH:34]=[C:33]([CH:35]([CH2:38][CH2:39][CH2:40][CH3:41])C=O)[N:32]=[CH:31]2)C=CC=CC=1.[CH3:54]S(O)(=O)=O.S([O-])([O-])(=O)=O.[Mg+2].C([BH3-])#N.[Na+].O1CCCC1, predict the reaction product. The product is: [Cl:1][C:2]1[CH:3]=[CH:4][C:5]2[C:15](=[C:16]3[CH2:17][CH2:18][N:19]([CH2:54][CH2:41][CH2:40][CH2:39][CH2:38][CH2:35][C:33]4[N:32]=[CH:31][NH:30][CH:34]=4)[CH2:20][CH2:21]3)[C:10]3=[N:11][CH:12]=[CH:13][CH:14]=[C:9]3[CH2:8][CH2:7][C:6]=2[CH:22]=1. (4) Given the reactants Br[C:2]1[CH:10]=[CH:9][C:8]2[N:7]3[C:11](=[O:19])[O:12][C@@H:13]([CH2:14][NH:15][C:16](=[O:18])[CH3:17])[C@@H:6]3[CH2:5][C:4]=2[CH:3]=1.[O:20]1[C:24]2([CH2:29][CH2:28][NH:27][CH2:26][CH2:25]2)[O:23][CH2:22][CH2:21]1.N1CCC[C@H]1C(O)=O.C([O-])([O-])=O.[K+].[K+], predict the reaction product. The product is: [O:19]=[C:11]1[N:7]2[C:8]3[CH:9]=[CH:10][C:2]([N:27]4[CH2:28][CH2:29][C:24]5([O:23][CH2:22][CH2:21][O:20]5)[CH2:25][CH2:26]4)=[CH:3][C:4]=3[CH2:5][C@H:6]2[C@H:13]([CH2:14][NH:15][C:16](=[O:18])[CH3:17])[O:12]1.